Dataset: NCI-60 drug combinations with 297,098 pairs across 59 cell lines. Task: Regression. Given two drug SMILES strings and cell line genomic features, predict the synergy score measuring deviation from expected non-interaction effect. (1) Synergy scores: CSS=28.7, Synergy_ZIP=1.62, Synergy_Bliss=1.83, Synergy_Loewe=-16.4, Synergy_HSA=-0.440. Drug 2: CC1C(C(CC(O1)OC2CC(OC(C2O)C)OC3=CC4=CC5=C(C(=O)C(C(C5)C(C(=O)C(C(C)O)O)OC)OC6CC(C(C(O6)C)O)OC7CC(C(C(O7)C)O)OC8CC(C(C(O8)C)O)(C)O)C(=C4C(=C3C)O)O)O)O. Drug 1: C1=CN(C=N1)CC(O)(P(=O)(O)O)P(=O)(O)O. Cell line: UO-31. (2) Drug 1: C1=C(C(=O)NC(=O)N1)F. Drug 2: C1CC(C1)(C(=O)O)C(=O)O.[NH2-].[NH2-].[Pt+2]. Cell line: SN12C. Synergy scores: CSS=24.6, Synergy_ZIP=-5.94, Synergy_Bliss=-6.78, Synergy_Loewe=-3.97, Synergy_HSA=-1.92. (3) Synergy scores: CSS=15.1, Synergy_ZIP=-7.40, Synergy_Bliss=-2.06, Synergy_Loewe=-11.3, Synergy_HSA=-2.35. Cell line: IGROV1. Drug 1: C1=NC2=C(N1)C(=S)N=C(N2)N. Drug 2: C1CC(=O)NC(=O)C1N2C(=O)C3=CC=CC=C3C2=O. (4) Drug 1: CCC(=C(C1=CC=CC=C1)C2=CC=C(C=C2)OCCN(C)C)C3=CC=CC=C3.C(C(=O)O)C(CC(=O)O)(C(=O)O)O. Drug 2: CCC1(C2=C(COC1=O)C(=O)N3CC4=CC5=C(C=CC(=C5CN(C)C)O)N=C4C3=C2)O.Cl. Cell line: HT29. Synergy scores: CSS=50.2, Synergy_ZIP=0.172, Synergy_Bliss=-1.05, Synergy_Loewe=-7.56, Synergy_HSA=1.07. (5) Drug 1: C1CCN(CC1)CCOC2=CC=C(C=C2)C(=O)C3=C(SC4=C3C=CC(=C4)O)C5=CC=C(C=C5)O. Drug 2: C1C(C(OC1N2C=C(C(=O)NC2=O)F)CO)O. Cell line: OVCAR-8. Synergy scores: CSS=34.3, Synergy_ZIP=0.894, Synergy_Bliss=-0.661, Synergy_Loewe=-16.4, Synergy_HSA=-1.42. (6) Drug 1: COC1=C(C=C2C(=C1)N=CN=C2NC3=CC(=C(C=C3)F)Cl)OCCCN4CCOCC4. Drug 2: CC1=CC2C(CCC3(C2CCC3(C(=O)C)OC(=O)C)C)C4(C1=CC(=O)CC4)C. Cell line: OVCAR-4. Synergy scores: CSS=21.6, Synergy_ZIP=-2.99, Synergy_Bliss=3.07, Synergy_Loewe=-8.55, Synergy_HSA=3.46.